This data is from Cav3 T-type calcium channel HTS with 100,875 compounds. The task is: Binary Classification. Given a drug SMILES string, predict its activity (active/inactive) in a high-throughput screening assay against a specified biological target. The drug is n1(ncc2c1cccc2)Cc1ccccc1. The result is 0 (inactive).